Task: Predict the reaction yield, written as a fraction of the theoretical maximum amount of product (1.0 means a 100% yield; for example, 0.34 means a 34% yield).. Dataset: Reaction yield outcomes from USPTO patents with 853,638 reactions The reactants are C[O:2][C:3](=[O:35])[C:4]1[CH:9]=[CH:8][CH:7]=[C:6]([CH2:10][O:11][C:12]2[CH:21]=[CH:20][C:19]3[C:14](=[CH:15][CH:16]=[C:17]([CH2:22][CH:23]4[CH2:27][CH2:26][N:25]([CH:28]5[CH2:33][CH2:32][CH2:31][CH2:30][CH2:29]5)[C:24]4=[O:34])[CH:18]=3)[CH:13]=2)[CH:5]=1.C1COCC1.[OH-].[K+].Cl. The catalyst is C(O)C. The product is [CH:28]1([N:25]2[CH2:26][CH2:27][CH:23]([CH2:22][C:17]3[CH:18]=[C:19]4[C:14](=[CH:15][CH:16]=3)[CH:13]=[C:12]([O:11][CH2:10][C:6]3[CH:5]=[C:4]([CH:9]=[CH:8][CH:7]=3)[C:3]([OH:35])=[O:2])[CH:21]=[CH:20]4)[C:24]2=[O:34])[CH2:29][CH2:30][CH2:31][CH2:32][CH2:33]1. The yield is 1.00.